This data is from Catalyst prediction with 721,799 reactions and 888 catalyst types from USPTO. The task is: Predict which catalyst facilitates the given reaction. (1) Reactant: [I:1][C:2]1[C:10]2[C:5](=[CH:6][CH:7]=[CH:8][CH:9]=2)[NH:4][N:3]=1.[N:11]([C:14]([CH3:17])([CH3:16])[CH3:15])=[C:12]=[O:13]. Product: [C:14]([NH:11][C:12]([N:4]1[C:5]2[C:10](=[CH:9][CH:8]=[CH:7][CH:6]=2)[C:2]([I:1])=[N:3]1)=[O:13])([CH3:17])([CH3:16])[CH3:15]. The catalyst class is: 3. (2) Reactant: [S:1]1[CH:5]=[CH:4][N:3]=[C:2]1[CH:6]([OH:8])[CH3:7].Br[CH2:10][C:11]([OH:13])=[O:12]. Product: [C:11]([CH2:10][N:3]1[CH:4]=[CH:5][S:1][CH:2]1[CH:6]([OH:8])[CH3:7])([OH:13])=[O:12]. The catalyst class is: 6. (3) Reactant: [F:1][C:2]1[CH:3]=[C:4]2[C:9](=[CH:10][CH:11]=1)[CH:8]=[N:7][C:6]([NH:12][C:13](=[O:35])[O:14][CH2:15][C@@H:16]([N:21]([CH3:34])[C:22]([NH:24][CH2:25][C:26]1[CH:31]=[CH:30][CH:29]=[C:28]([F:32])[C:27]=1[Cl:33])=[O:23])[CH2:17][CH2:18][CH2:19][NH2:20])=[CH:5]2.CCN(C(C)C)C(C)C.[N:45]([CH2:48][C:49]([O:51][CH2:52][CH3:53])=[O:50])=[C:46]=[O:47]. Product: [Cl:33][C:27]1[C:28]([F:32])=[CH:29][CH:30]=[CH:31][C:26]=1[CH2:25][NH:24][C:22](=[O:23])[N:21]([CH3:34])[C@H:16]([CH2:15][O:14][C:13](=[O:35])[NH:12][C:6]1[N:7]=[CH:8][C:9]2[C:4]([CH:5]=1)=[CH:3][C:2]([F:1])=[CH:11][CH:10]=2)[CH2:17][CH2:18][CH2:19][NH:20][C:46](=[O:47])[NH:45][CH2:48][C:49]([O:51][CH2:52][CH3:53])=[O:50]. The catalyst class is: 1. (4) Reactant: Br[CH2:2][CH2:3][O:4][C:5]1[C:12]([F:13])=[CH:11][C:8]([C:9]#[N:10])=[CH:7][C:6]=1[F:14].[ClH:15].C(OC([N:23]1[CH2:30][CH:29]2[O:31][CH:25]([CH2:26][NH:27][CH2:28]2)[CH2:24]1)=O)(C)(C)C.C([O-])([O-])=O.[K+].[K+]. Product: [ClH:15].[F:14][C:6]1[CH:7]=[C:8]([CH:11]=[C:12]([F:13])[C:5]=1[O:4][CH2:3][CH2:2][N:27]1[CH2:26][CH:25]2[O:31][CH:29]([CH2:30][NH:23][CH2:24]2)[CH2:28]1)[C:9]#[N:10]. The catalyst class is: 10. (5) Reactant: CO[C:3]([C:5]1[S:6][C:7]([C:15]2[CH:20]=[CH:19][C:18]([Cl:21])=[CH:17][CH:16]=2)=[CH:8][C:9]=1[N:10]=[CH:11][N:12]([CH3:14])C)=[O:4].[CH3:22][N:23]1[CH2:28][CH2:27][CH2:26][C:25]([CH2:30][O:31][C:32]2[CH:33]=[C:34](CN)[CH:35]=[CH:36][CH:37]=2)([CH3:29])[CH2:24]1. Product: [Cl:21][C:18]1[CH:17]=[CH:16][C:15]([C:7]2[S:6][C:5]3[C:3](=[O:4])[N:12]([CH2:14][C:36]4[CH:35]=[CH:34][CH:33]=[C:32]([O:31][CH2:30][C:25]5([CH3:29])[CH2:26][CH2:27][CH2:28][N:23]([CH3:22])[CH2:24]5)[CH:37]=4)[CH:11]=[N:10][C:9]=3[CH:8]=2)=[CH:20][CH:19]=1. The catalyst class is: 5. (6) Reactant: [NH2:1][CH2:2][C:3]1[CH:4]=[C:5]([NH:9][CH:10]([C:28]2[CH:33]=[CH:32][CH:31]=[CH:30][CH:29]=2)[C:11]([NH:13][C:14]2[CH:19]=[CH:18][C:17]([N:20]3[CH2:24][CH2:23][CH2:22][S:21]3(=[O:26])=[O:25])=[C:16]([CH3:27])[CH:15]=2)=[O:12])[CH:6]=[CH:7][CH:8]=1.[ClH:34]. Product: [ClH:34].[NH2:1][CH2:2][C:3]1[CH:4]=[C:5]([NH:9][CH:10]([C:28]2[CH:29]=[CH:30][CH:31]=[CH:32][CH:33]=2)[C:11]([NH:13][C:14]2[CH:19]=[CH:18][C:17]([N:20]3[CH2:24][CH2:23][CH2:22][S:21]3(=[O:26])=[O:25])=[C:16]([CH3:27])[CH:15]=2)=[O:12])[CH:6]=[CH:7][CH:8]=1. The catalyst class is: 41. (7) Reactant: [Cl:1][C:2]1[CH:7]=[CH:6][C:5]([NH:8][C:9]([N:11]2[C:15]3[CH:16]=[CH:17][C:18]([OH:20])=[CH:19][C:14]=3[O:13][CH2:12]2)=[O:10])=[CH:4][C:3]=1[C:21]([F:24])([F:23])[F:22].[Cl:25][C:26]1[N:31]=[C:30](Cl)[CH:29]=[CH:28][N:27]=1.[O-]P([O-])([O-])=O.[K+].[K+].[K+]. Product: [Cl:1][C:2]1[CH:7]=[CH:6][C:5]([NH:8][C:9]([N:11]2[C:15]3[CH:16]=[CH:17][C:18]([O:20][C:28]4[CH:29]=[CH:30][N:31]=[C:26]([Cl:25])[N:27]=4)=[CH:19][C:14]=3[O:13][CH2:12]2)=[O:10])=[CH:4][C:3]=1[C:21]([F:22])([F:24])[F:23]. The catalyst class is: 296.